From a dataset of Full USPTO retrosynthesis dataset with 1.9M reactions from patents (1976-2016). Predict the reactants needed to synthesize the given product. (1) Given the product [CH2:1]([O:3][C:4]([C:6]1[CH:11]=[N:10][CH:9]=[C:8]([C:18]2[CH:17]=[C:16]3[C:21](=[CH:20][CH:19]=2)[NH:13][CH:14]=[CH:15]3)[N:7]=1)=[O:5])[CH3:2], predict the reactants needed to synthesize it. The reactants are: [CH2:1]([O:3][C:4]([C:6]1[CH:11]=[N:10][CH:9]=[C:8](Cl)[N:7]=1)=[O:5])[CH3:2].[NH:13]1[C:21]2[C:16](=[CH:17][C:18](B(O)O)=[CH:19][CH:20]=2)[CH:15]=[CH:14]1.C(=O)([O-])[O-].[Cs+].[Cs+].C(Cl)Cl. (2) Given the product [C:53]([C:52](=[P:39]([C:40]1[CH:45]=[CH:44][CH:43]=[CH:42][CH:41]=1)([C:33]1[CH:34]=[CH:35][CH:36]=[CH:37][CH:38]=1)[C:46]1[CH:51]=[CH:50][CH:49]=[CH:48][CH:47]=1)[C:21]([C@@H:20]([NH:19][C:17](=[O:18])[O:16][C@@H:3]([CH2:4][C:5]1[O:6][C:7]([C:10]2[CH:11]=[CH:12][CH:13]=[CH:14][CH:15]=2)=[N:8][N:9]=1)[C:2]([CH3:1])([CH3:29])[CH3:28])[CH2:24][CH2:25][CH2:26][CH3:27])=[O:23])#[N:54], predict the reactants needed to synthesize it. The reactants are: [CH3:1][C:2]([CH3:29])([CH3:28])[C@@H:3]([O:16][C:17]([NH:19][C@@H:20]([CH2:24][CH2:25][CH2:26][CH3:27])[C:21]([O-:23])=O)=[O:18])[CH2:4][C:5]1[O:6][C:7]([C:10]2[CH:15]=[CH:14][CH:13]=[CH:12][CH:11]=2)=[N:8][N:9]=1.O.[OH-].[Li+].[C:33]1([P:39](=[CH:52][C:53]#[N:54])([C:46]2[CH:51]=[CH:50][CH:49]=[CH:48][CH:47]=2)[C:40]2[CH:45]=[CH:44][CH:43]=[CH:42][CH:41]=2)[CH:38]=[CH:37][CH:36]=[CH:35][CH:34]=1.O. (3) Given the product [N:10]1([C:15]2[CH:16]=[C:17]([C:21]3([NH:27][CH2:28][CH:29]([OH:41])[CH:30]([NH:40][C:4](=[O:6])[CH3:5])[CH2:31][C:32]4[CH:33]=[C:34]([F:39])[CH:35]=[C:36]([F:38])[CH:37]=4)[CH2:23][CH:22]3[CH:24]([CH3:25])[CH3:26])[CH:18]=[CH:19][CH:20]=2)[CH:14]=[CH:13][CH:12]=[N:11]1, predict the reactants needed to synthesize it. The reactants are: CON(C(C)=O)[C:4](=[O:6])[CH3:5].[N:10]1([C:15]2[CH:16]=[C:17]([C:21]3([NH:27][CH2:28][CH:29]([OH:41])[CH:30]([NH2:40])[CH2:31][C:32]4[CH:37]=[C:36]([F:38])[CH:35]=[C:34]([F:39])[CH:33]=4)[CH2:23][CH:22]3[CH:24]([CH3:26])[CH3:25])[CH:18]=[CH:19][CH:20]=2)[CH:14]=[CH:13][CH:12]=[N:11]1.C(N(CC)CC)C. (4) Given the product [NH2:3][C:4]1[N:9]=[C:8]([NH:10][C@@H:11]([CH2:14][CH2:15][CH3:16])[CH2:12][OH:13])[C:7]([CH2:17][C:18]2[CH:23]=[CH:22][C:21]([CH2:24][C:25]([OH:31])=[O:1])=[CH:20][C:19]=2[O:27][CH3:28])=[C:6]([CH3:29])[N:5]=1, predict the reactants needed to synthesize it. The reactants are: [OH-:1].[K+].[NH2:3][C:4]1[N:9]=[C:8]([NH:10][C@@H:11]([CH2:14][CH2:15][CH3:16])[CH2:12][OH:13])[C:7]([CH2:17][C:18]2[CH:23]=[CH:22][C:21]([CH2:24][C:25]#N)=[CH:20][C:19]=2[O:27][CH3:28])=[C:6]([CH3:29])[N:5]=1.C[OH:31]. (5) The reactants are: [CH3:5][Si:4]([CH3:7])([CH3:6])[N-][Si:4]([CH3:7])([CH3:6])[CH3:5].[Li+].[OH:11][C:12]1[C:17]([CH2:18][CH2:19][CH3:20])=[C:16]([O:21][CH2:22][C:23]2[CH:28]=[CH:27][C:26]([I:29])=[CH:25][CH:24]=2)[CH:15]=[CH:14][C:13]=1[C:30](=[O:32])[CH3:31].[CH3:33][Si:34](Cl)([CH3:36])[CH3:35].C(=O)(O)[O-].[Na+]. Given the product [I:29][C:26]1[CH:25]=[CH:24][C:23]([CH2:22][O:21][C:16]2[CH:15]=[CH:14][C:13]([C:30]([O:32][Si:34]([CH3:36])([CH3:35])[CH3:33])=[CH2:31])=[C:12]([O:11][Si:4]([CH3:5])([CH3:6])[CH3:7])[C:17]=2[CH2:18][CH2:19][CH3:20])=[CH:28][CH:27]=1, predict the reactants needed to synthesize it. (6) Given the product [CH3:18][O:17][C@H:16]1[CH2:15][CH2:14][O:13][C@@H:12]1[CH2:11][OH:10], predict the reactants needed to synthesize it. The reactants are: COC1C=CC(C(C2C=CC(OC)=CC=2)(C2C=CC=CC=2)[O:10][CH2:11][C@@H:12]2[C@@H:16]([O:17][CH3:18])[CH2:15][CH2:14][O:13]2)=CC=1.O.CC1C=CC(S(O)(=O)=O)=CC=1.CCN(CC)CC.